This data is from Full USPTO retrosynthesis dataset with 1.9M reactions from patents (1976-2016). The task is: Predict the reactants needed to synthesize the given product. (1) Given the product [CH2:1]([O:5][C:6]1[C@@:11]([CH2:16][CH:17]([CH2:19][OH:20])[OH:18])([C@H:12]([CH2:14][OH:15])[OH:13])[O:10][C:8](=[O:9])[C:7]=1[O:21][CH2:27][CH:28]([CH2:30][OH:31])[OH:29])[CH2:2][CH2:3][CH3:4], predict the reactants needed to synthesize it. The reactants are: [CH2:1]([O:5][C:6]1[C@@:11]([CH2:16][CH:17]([CH2:19][OH:20])[OH:18])([C@H:12]([CH2:14][OH:15])[OH:13])[O:10][C:8](=[O:9])[C:7]=1[OH:21])[CH2:2][CH2:3][CH3:4].C(=O)([O-])O.[Na+].[CH2:27]1[O:29][CH:28]1[CH2:30][OH:31]. (2) Given the product [CH3:15][C:12]1[N:8]2[C:9]3[C:4]([CH2:5][CH2:6][C:7]2=[N:14][N:13]=1)=[CH:3][C:2]([B:16]1[O:20][C:19]([CH3:22])([CH3:21])[C:18]([CH3:24])([CH3:23])[O:17]1)=[CH:11][CH:10]=3, predict the reactants needed to synthesize it. The reactants are: Br[C:2]1[CH:3]=[C:4]2[C:9](=[CH:10][CH:11]=1)[N:8]1[C:12]([CH3:15])=[N:13][N:14]=[C:7]1[CH2:6][CH2:5]2.[B:16]1([B:16]2[O:20][C:19]([CH3:22])([CH3:21])[C:18]([CH3:24])([CH3:23])[O:17]2)[O:20][C:19]([CH3:22])([CH3:21])[C:18]([CH3:24])([CH3:23])[O:17]1.C([O-])(=O)C.[K+].C1(P(C2CCCCC2)C2CCCCC2)CCCCC1. (3) Given the product [CH2:1]([S:3]([C:6]1[CH:7]=[C:8]([C:12]2[CH:20]=[C:19]([NH:21][C:44]([CH:43]3[CH2:39][CH2:40]3)=[O:45])[C:18]([O:22][CH3:23])=[C:17]3[C:13]=2[C:14]2[CH:27]=[C:26]([CH3:28])[CH:25]=[N:24][C:15]=2[NH:16]3)[CH:9]=[CH:10][CH:11]=1)(=[O:5])=[O:4])[CH3:2], predict the reactants needed to synthesize it. The reactants are: [CH2:1]([S:3]([C:6]1[CH:7]=[C:8]([C:12]2[CH:20]=[C:19]([NH2:21])[C:18]([O:22][CH3:23])=[C:17]3[C:13]=2[C:14]2[CH:27]=[C:26]([CH3:28])[CH:25]=[N:24][C:15]=2[NH:16]3)[CH:9]=[CH:10][CH:11]=1)(=[O:5])=[O:4])[CH3:2].CN(C)CCC(NC1[C:44]([O:45]C)=[C:43]2[C:39]([C:40]3C=C(C)C=NC=3N2)=C(C2C=CC=C(S(CC)(=O)=O)C=2)C=1)=O.